Task: Regression. Given a peptide amino acid sequence and an MHC pseudo amino acid sequence, predict their binding affinity value. This is MHC class I binding data.. Dataset: Peptide-MHC class I binding affinity with 185,985 pairs from IEDB/IMGT (1) The peptide sequence is EVHYSGINY. The MHC is HLA-A31:01 with pseudo-sequence HLA-A31:01. The binding affinity (normalized) is 0.0847. (2) The peptide sequence is YKEPNSIIL. The MHC is HLA-B40:01 with pseudo-sequence HLA-B40:01. The binding affinity (normalized) is 0.0847.